From a dataset of Catalyst prediction with 721,799 reactions and 888 catalyst types from USPTO. Predict which catalyst facilitates the given reaction. Reactant: [CH2:1]([OH:5])[CH2:2][CH2:3][CH3:4].C(=O)([O-])[O-].[Cs+].[Cs+].[Cl:12][C:13]1[C:14](F)=[CH:15][C:16]([F:26])=[C:17]([CH:25]=1)[C:18]([O:20][C:21]([CH3:24])([CH3:23])[CH3:22])=[O:19].Cl. Product: [CH2:1]([O:5][C:14]1[C:13]([Cl:12])=[CH:25][C:17]([C:18]([O:20][C:21]([CH3:22])([CH3:23])[CH3:24])=[O:19])=[C:16]([F:26])[CH:15]=1)[CH2:2][CH2:3][CH3:4]. The catalyst class is: 16.